Dataset: TCR-epitope binding with 47,182 pairs between 192 epitopes and 23,139 TCRs. Task: Binary Classification. Given a T-cell receptor sequence (or CDR3 region) and an epitope sequence, predict whether binding occurs between them. (1) The epitope is ILGLPTQTV. The TCR CDR3 sequence is CASSTGLGEQYF. Result: 1 (the TCR binds to the epitope). (2) The epitope is LLQTGIHVRVSQPSL. The TCR CDR3 sequence is CAWSRWRQETQYF. Result: 1 (the TCR binds to the epitope). (3) The epitope is KPLEFGATSAAL. The TCR CDR3 sequence is CASSSTSGTPNDEQFF. Result: 1 (the TCR binds to the epitope). (4) The epitope is LLLGIGILV. The TCR CDR3 sequence is CASSLWTDSSGANVLTF. Result: 0 (the TCR does not bind to the epitope). (5) The epitope is TLIGDCATV. The TCR CDR3 sequence is CASRIAGGPGEQYF. Result: 1 (the TCR binds to the epitope).